Dataset: NCI-60 drug combinations with 297,098 pairs across 59 cell lines. Task: Regression. Given two drug SMILES strings and cell line genomic features, predict the synergy score measuring deviation from expected non-interaction effect. (1) Drug 1: C1=CC(=CC=C1CCC2=CNC3=C2C(=O)NC(=N3)N)C(=O)NC(CCC(=O)O)C(=O)O. Drug 2: C#CCC(CC1=CN=C2C(=N1)C(=NC(=N2)N)N)C3=CC=C(C=C3)C(=O)NC(CCC(=O)O)C(=O)O. Cell line: NCI-H522. Synergy scores: CSS=10.8, Synergy_ZIP=-4.47, Synergy_Bliss=-14.5, Synergy_Loewe=-13.8, Synergy_HSA=-14.1. (2) Drug 1: CC1=C(N=C(N=C1N)C(CC(=O)N)NCC(C(=O)N)N)C(=O)NC(C(C2=CN=CN2)OC3C(C(C(C(O3)CO)O)O)OC4C(C(C(C(O4)CO)O)OC(=O)N)O)C(=O)NC(C)C(C(C)C(=O)NC(C(C)O)C(=O)NCCC5=NC(=CS5)C6=NC(=CS6)C(=O)NCCC[S+](C)C)O. Drug 2: COCCOC1=C(C=C2C(=C1)C(=NC=N2)NC3=CC=CC(=C3)C#C)OCCOC.Cl. Synergy scores: CSS=19.2, Synergy_ZIP=-4.51, Synergy_Bliss=-1.23, Synergy_Loewe=-10.9, Synergy_HSA=-2.10. Cell line: MOLT-4. (3) Drug 1: CN(C)C1=NC(=NC(=N1)N(C)C)N(C)C. Drug 2: CC1=C(C(=O)C2=C(C1=O)N3CC4C(C3(C2COC(=O)N)OC)N4)N. Cell line: A549. Synergy scores: CSS=36.1, Synergy_ZIP=2.27, Synergy_Bliss=1.94, Synergy_Loewe=-32.7, Synergy_HSA=-0.537. (4) Drug 1: CC(C)(C#N)C1=CC(=CC(=C1)CN2C=NC=N2)C(C)(C)C#N. Drug 2: CC1=C2C(C(=O)C3(C(CC4C(C3C(C(C2(C)C)(CC1OC(=O)C(C(C5=CC=CC=C5)NC(=O)OC(C)(C)C)O)O)OC(=O)C6=CC=CC=C6)(CO4)OC(=O)C)O)C)O. Cell line: PC-3. Synergy scores: CSS=-5.15, Synergy_ZIP=2.98, Synergy_Bliss=0.840, Synergy_Loewe=-4.27, Synergy_HSA=-4.76. (5) Cell line: MDA-MB-231. Drug 2: COCCOC1=C(C=C2C(=C1)C(=NC=N2)NC3=CC=CC(=C3)C#C)OCCOC.Cl. Synergy scores: CSS=0.680, Synergy_ZIP=-3.01, Synergy_Bliss=-6.67, Synergy_Loewe=-2.40, Synergy_HSA=-4.30. Drug 1: C(=O)(N)NO. (6) Drug 1: CCC1(CC2CC(C3=C(CCN(C2)C1)C4=CC=CC=C4N3)(C5=C(C=C6C(=C5)C78CCN9C7C(C=CC9)(C(C(C8N6C=O)(C(=O)OC)O)OC(=O)C)CC)OC)C(=O)OC)O.OS(=O)(=O)O. Drug 2: C#CCC(CC1=CN=C2C(=N1)C(=NC(=N2)N)N)C3=CC=C(C=C3)C(=O)NC(CCC(=O)O)C(=O)O. Cell line: MALME-3M. Synergy scores: CSS=38.3, Synergy_ZIP=-8.89, Synergy_Bliss=-8.46, Synergy_Loewe=-4.01, Synergy_HSA=-3.51.